From a dataset of Full USPTO retrosynthesis dataset with 1.9M reactions from patents (1976-2016). Predict the reactants needed to synthesize the given product. (1) Given the product [F:8][C:9]1[CH:27]=[C:26]([S:28]([CH3:31])(=[O:30])=[O:29])[C:25]([F:32])=[CH:24][C:10]=1[CH2:11][N:12]1[CH2:16][CH2:15][N:14]([CH:17]2[CH2:22][CH2:21][N:20]([C:43]3[C:48]([F:49])=[CH:47][C:46]([C:50]([F:53])([F:51])[F:52])=[CH:45][N:44]=3)[CH2:19][CH2:18]2)[C:13]1=[O:23], predict the reactants needed to synthesize it. The reactants are: FC(F)(F)C(O)=O.[F:8][C:9]1[CH:27]=[C:26]([S:28]([CH3:31])(=[O:30])=[O:29])[C:25]([F:32])=[CH:24][C:10]=1[CH2:11][N:12]1[CH2:16][CH2:15][N:14]([CH:17]2[CH2:22][CH2:21][NH:20][CH2:19][CH2:18]2)[C:13]1=[O:23].C(N(C(C)C)CC)(C)C.F[C:43]1[C:48]([F:49])=[CH:47][C:46]([C:50]([F:53])([F:52])[F:51])=[CH:45][N:44]=1. (2) Given the product [CH:19]1[C:20]2[C:15](=[CH:14][CH:13]=[CH:12][CH:11]=2)[CH:16]=[CH:17][C:18]=1[C:2]1[CH:9]=[C:6]([CH:7]=[O:8])[C:5]([OH:10])=[CH:4][CH:3]=1, predict the reactants needed to synthesize it. The reactants are: Br[C:2]1[CH:9]=[C:6]([CH:7]=[O:8])[C:5]([OH:10])=[CH:4][CH:3]=1.[CH:11]1[C:20]2[C:15](=[CH:16][CH:17]=[CH:18][CH:19]=2)[CH:14]=[CH:13][C:12]=1B(O)O.C([O-])([O-])=O.[K+].[K+]. (3) Given the product [C:24]1([C:23]([C:2]2[N:7]3[N:8]=[C:9]([NH:11][C:12]4[CH:17]=[CH:16][CH:15]=[CH:14][CH:13]=4)[N:10]=[C:6]3[CH:5]=[CH:4][CH:3]=2)=[O:31])[CH:29]=[CH:28][CH:27]=[CH:26][CH:25]=1, predict the reactants needed to synthesize it. The reactants are: Br[C:2]1[N:7]2[N:8]=[C:9]([NH:11][C:12]3[CH:17]=[CH:16][CH:15]=[CH:14][CH:13]=3)[N:10]=[C:6]2[CH:5]=[CH:4][CH:3]=1.C([Li])CCC.[C:23](#N)[C:24]1[CH:29]=[CH:28][CH:27]=[CH:26][CH:25]=1.[O:31]1CCCC1. (4) Given the product [NH2:8][C:16]1[C:17]([CH3:25])=[C:18]([OH:28])[CH:19]=[C:20]([CH3:23])[C:21]=1[F:22], predict the reactants needed to synthesize it. The reactants are: C(OC([N:8]([C:16]1[C:21]([F:22])=[C:20]([CH3:23])[CH:19]=[C:18](Br)[C:17]=1[CH3:25])C(=O)OC(C)(C)C)=O)(C)(C)C.CC([O-])=[O:28].[K+].B1(B2OC(C)(C)C(C)(C)O2)OC(C)(C)C(C)(C)O1.OO.[OH-].[Na+].Cl.O1CCOCC1. (5) Given the product [CH3:1][O:2][C:3]1[CH:8]=[CH:7][C:6]2[NH:9][C:15](=[O:16])[NH:14][S:11](=[O:13])(=[O:12])[C:5]=2[CH:4]=1, predict the reactants needed to synthesize it. The reactants are: [CH3:1][O:2][C:3]1[CH:8]=[CH:7][C:6]([NH2:9])=[CH:5][CH:4]=1.Cl[S:11]([N:14]=[C:15]=[O:16])(=[O:13])=[O:12].[Cl-].[Al+3].[Cl-].[Cl-]. (6) Given the product [C:1]([O:5][C:6]([NH:8][C:9]1[S:10][C:11]2[CH:17]=[C:16]([O:18][S:19]([C:22]3[CH:27]=[CH:26][C:25]([NH:33][CH2:29][CH:30]([CH3:32])[CH3:31])=[CH:24][CH:23]=3)(=[O:21])=[O:20])[CH:15]=[CH:14][C:12]=2[N:13]=1)=[O:7])([CH3:4])([CH3:3])[CH3:2], predict the reactants needed to synthesize it. The reactants are: [C:1]([O:5][C:6]([NH:8][C:9]1[S:10][C:11]2[CH:17]=[C:16]([O:18][S:19]([C:22]3[CH:27]=[CH:26][C:25](F)=[CH:24][CH:23]=3)(=[O:21])=[O:20])[CH:15]=[CH:14][C:12]=2[N:13]=1)=[O:7])([CH3:4])([CH3:3])[CH3:2].[CH2:29]([NH2:33])[CH:30]([CH3:32])[CH3:31].C(=O)([O-])[O-].[Cs+].[Cs+].O. (7) Given the product [CH3:19][O:18][C:11]1[CH:12]=[C:13]([O:16][CH3:17])[CH:14]=[CH:15][C:10]=1[CH2:9][N:7]1[CH2:8][CH:4]([CH:1]([OH:3])[CH3:2])[CH2:5][C:6]1=[O:20], predict the reactants needed to synthesize it. The reactants are: [C:1]([CH:4]1[CH2:8][N:7]([CH2:9][C:10]2[CH:15]=[CH:14][C:13]([O:16][CH3:17])=[CH:12][C:11]=2[O:18][CH3:19])[C:6](=[O:20])[CH2:5]1)(=[O:3])[CH3:2].[BH4-].[Na+]. (8) Given the product [Cl:22][C:18]1[CH:17]=[C:16]([O:15][C:5]2[CH:4]=[CH:3][C:2]([C:27]3[CH:28]=[N:23][CH:24]=[N:25][CH:26]=3)=[CH:14][C:6]=2[C:7]([N:9]([CH2:12][CH3:13])[CH2:10][CH3:11])=[O:8])[CH:21]=[CH:20][N:19]=1, predict the reactants needed to synthesize it. The reactants are: Br[C:2]1[CH:3]=[CH:4][C:5]([O:15][C:16]2[CH:21]=[CH:20][N:19]=[C:18]([Cl:22])[CH:17]=2)=[C:6]([CH:14]=1)[C:7]([N:9]([CH2:12][CH3:13])[CH2:10][CH3:11])=[O:8].[N:23]1[CH:28]=[C:27](B(O)O)[CH:26]=[N:25][CH:24]=1.C(=O)([O-])[O-].[K+].[K+]. (9) Given the product [CH3:12][O:1][CH2:2][C:3]1[CH:10]=[CH:9][C:6]([C:7]#[N:8])=[CH:5][CH:4]=1, predict the reactants needed to synthesize it. The reactants are: [OH:1][CH2:2][C:3]1[CH:10]=[CH:9][C:6]([C:7]#[N:8])=[CH:5][CH:4]=1.I[CH3:12].[H-].[Na+]. (10) Given the product [CH3:5][C:6]1([CH3:16])[O:10]/[C:9](=[CH:11]\[C:12]([N:3]([CH3:4])[CH3:2])=[O:13])/[C:8](=[O:15])[O:7]1, predict the reactants needed to synthesize it. The reactants are: Cl.[CH3:2][NH:3][CH3:4].[CH3:5][C:6]1([CH3:16])[O:10]/[C:9](=[CH:11]\[C:12](Cl)=[O:13])/[C:8](=[O:15])[O:7]1.C(N(CC)CC)C.